From a dataset of Catalyst prediction with 721,799 reactions and 888 catalyst types from USPTO. Predict which catalyst facilitates the given reaction. (1) Reactant: [OH-].[K+].[NH2:3][CH2:4][C:5]([OH:7])=[O:6].[N+:8]([C:11]1[CH:12]=[C:13]([N:17]=[C:18]=[O:19])[CH:14]=[CH:15][CH:16]=1)([O-:10])=[O:9]. Product: [N+:8]([C:11]1[CH:12]=[C:13]([NH:17][C:18]([NH:3][CH2:4][C:5]([OH:7])=[O:6])=[O:19])[CH:14]=[CH:15][CH:16]=1)([O-:10])=[O:9]. The catalyst class is: 6. (2) Reactant: Cl[C:2]1[C:8]2[CH:9]=[CH:10][CH:11]=[CH:12][C:7]=2[S:6][C:5]2[CH:13]=[CH:14][CH:15]=[CH:16][C:4]=2[N:3]=1.[OH:17]CCO[CH:21]([N:23]1[CH2:28][CH2:27][NH:26][CH2:25][CH2:24]1)[CH3:22].[C:29](=[O:32])([O-:31])[O-].[K+].[K+].[I-].[K+].Cl.[CH2:38]([OH:42])[CH2:39][CH2:40]C. Product: [CH:10]1[CH:11]=[CH:12][C:7]2[S:6][C:5]3[CH:13]=[CH:14][CH:15]=[CH:16][C:4]=3[N:3]=[C:2]([N:26]3[CH2:25][CH2:24][N:23]([CH2:21][CH2:22][O:42][CH2:38][CH2:29][OH:32])[CH2:28][CH2:27]3)[C:8]=2[CH:9]=1.[CH:39](/[C:38]([OH:42])=[O:17])=[CH:40]\[C:29]([OH:31])=[O:32]. The catalyst class is: 548. (3) Reactant: [F:1][C:2]([F:25])([C:21]([F:24])([F:23])[F:22])[C:3](=O)[CH:4]=[CH:5][C:6]1[CH:7]=[C:8]([C:12]2[CH:17]=[CH:16][C:15]([S:18][CH3:19])=[CH:14][CH:13]=2)[CH:9]=[CH:10][CH:11]=1.Cl.[CH:27]1([NH:33][NH2:34])[CH2:32][CH2:31][CH2:30][CH2:29][CH2:28]1.N1CCCCC1. Product: [CH:27]1([N:33]2[CH:5]([C:6]3[CH:7]=[C:8]([C:12]4[CH:17]=[CH:16][C:15]([S:18][CH3:19])=[CH:14][CH:13]=4)[CH:9]=[CH:10][CH:11]=3)[CH2:4][C:3]([C:2]([F:25])([F:1])[C:21]([F:24])([F:23])[F:22])=[N:34]2)[CH2:32][CH2:31][CH2:30][CH2:29][CH2:28]1. The catalyst class is: 8.